Dataset: Forward reaction prediction with 1.9M reactions from USPTO patents (1976-2016). Task: Predict the product of the given reaction. Given the reactants C([O:5][C:6]([CH:8]1[C:13]([OH:15])([CH3:14])[CH2:12][CH2:11][CH2:10][N:9]1[S:16]([C:19]1[CH:24]=[CH:23][C:22]([O:25][CH2:26][C:27]2[CH:32]=[CH:31][C:30]([F:33])=[CH:29][CH:28]=2)=[CH:21][CH:20]=1)(=[O:18])=[O:17])=[O:7])(C)(C)C, predict the reaction product. The product is: [F:33][C:30]1[CH:29]=[CH:28][C:27]([CH2:26][O:25][C:22]2[CH:21]=[CH:20][C:19]([S:16]([N:9]3[CH2:10][CH2:11][CH2:12][C:13]([OH:15])([CH3:14])[CH:8]3[C:6]([OH:7])=[O:5])(=[O:17])=[O:18])=[CH:24][CH:23]=2)=[CH:32][CH:31]=1.